This data is from Forward reaction prediction with 1.9M reactions from USPTO patents (1976-2016). The task is: Predict the product of the given reaction. (1) The product is: [CH3:1][C:2]1[CH:3]=[CH:4][C:5]([C:21]([NH:23][C:24]2[CH:25]=[C:26]([C:36]([F:38])([F:39])[F:37])[CH:27]=[C:28]([N:30]3[CH:34]=[N:33][C:32]([CH3:35])=[CH:31]3)[CH:29]=2)=[O:22])=[CH:6][C:7]=1[NH:8][C:9]1[N:10]=[CH:11][CH:12]=[C:13]([C:15]2[CH:16]=[CH:17][CH:18]=[N:19][CH:20]=2)[N:14]=1.[CH:40]([O-:42])=[O:41]. Given the reactants [CH3:1][C:2]1[CH:3]=[CH:4][C:5]([C:21]([NH:23][C:24]2[CH:25]=[C:26]([C:36]([F:39])([F:38])[F:37])[CH:27]=[C:28]([N:30]3[CH:34]=[N:33][C:32]([CH3:35])=[CH:31]3)[CH:29]=2)=[O:22])=[CH:6][C:7]=1[NH:8][C:9]1[N:10]=[CH:11][CH:12]=[C:13]([C:15]2[CH:16]=[CH:17][CH:18]=[N:19][CH:20]=2)[N:14]=1.[CH:40]([OH:42])=[O:41], predict the reaction product. (2) Given the reactants [BH4-].[Na+].B(F)(F)F.CCOCC.[Br:12][C:13]1[CH:21]=[CH:20][C:19]([CH2:22][N:23]2[C:29](=[O:30])[C:28]3[C:31]([F:38])=[CH:32][C:33]([CH:35]4[CH2:37][CH2:36]4)=[CH:34][C:27]=3[O:26][CH2:25][CH2:24]2)=[CH:18][C:14]=1[C:15](O)=[O:16], predict the reaction product. The product is: [Br:12][C:13]1[CH:21]=[CH:20][C:19]([CH2:22][N:23]2[C:29](=[O:30])[C:28]3[C:31]([F:38])=[CH:32][C:33]([CH:35]4[CH2:36][CH2:37]4)=[CH:34][C:27]=3[O:26][CH2:25][CH2:24]2)=[CH:18][C:14]=1[CH2:15][OH:16]. (3) The product is: [F:1][C:2]1[CH:7]=[CH:6][CH:5]=[CH:4][C:3]=1[C:8]1[N:9]=[N:10][N:11]([CH3:15])[C:12]=1[CH2:13][OH:14]. Given the reactants [F:1][C:2]1[CH:7]=[CH:6][CH:5]=[CH:4][C:3]=1[C:8]1[N:9]=[N:10][N:11]([CH3:15])[C:12]=1[CH:13]=[O:14].[BH4-].[Na+], predict the reaction product. (4) Given the reactants [OH:1][CH:2]1[CH2:6][CH2:5][CH2:4][C:3]1([CH2:12][CH3:13])[C:7]([O:9][CH2:10][CH3:11])=[O:8].C(Cl)Cl.[CH3:17][C:18]1[CH:26]=[CH:25][CH:24]=[CH:23][C:19]=1[C:20](Cl)=[O:21], predict the reaction product. The product is: [CH2:12]([C:3]1([C:7]([O:9][CH2:10][CH3:11])=[O:8])[CH2:4][CH2:5][CH2:6][CH:2]1[O:1][C:20](=[O:21])[C:19]1[CH:23]=[CH:24][CH:25]=[CH:26][C:18]=1[CH3:17])[CH3:13].